Predict the reaction yield, written as a fraction of the theoretical maximum amount of product (1.0 means a 100% yield; for example, 0.34 means a 34% yield). From a dataset of Reaction yield outcomes from USPTO patents with 853,638 reactions. (1) The reactants are [CH3:1][CH2:2][C:3]([C:5]1[CH:10]=[CH:9]C(C#N)=[CH:7][CH:6]=1)=[O:4].[OH-:13].[Na+].[O:15]1[CH2:20][CH2:19]OCC1. The catalyst is O. The product is [C:3]([C:5]1[CH:10]=[CH:9][C:19]([C:20]([OH:15])=[O:13])=[CH:7][CH:6]=1)(=[O:4])[CH2:2][CH3:1]. The yield is 0.980. (2) The reactants are Br[C:2]1[C:3]([NH:16][CH3:17])=[N:4][C:5]([NH:8][C:9]2[CH:10]=[N:11][N:12]([CH3:15])[C:13]=2[CH3:14])=[N:6][CH:7]=1.[CH3:18][N:19](C=O)C. The catalyst is [C-]#N.[Zn+2].[C-]#N.C1C=CC(/C=C/C(/C=C/C2C=CC=CC=2)=O)=CC=1.C1C=CC(/C=C/C(/C=C/C2C=CC=CC=2)=O)=CC=1.C1C=CC(/C=C/C(/C=C/C2C=CC=CC=2)=O)=CC=1.[Pd].[Pd].C1C=CC(P(C2C=CC=CC=2)[C-]2C=CC=C2)=CC=1.C1C=CC(P(C2C=CC=CC=2)[C-]2C=CC=C2)=CC=1.[Fe+2]. The product is [CH3:15][N:12]1[C:13]([CH3:14])=[C:9]([NH:8][C:5]2[N:4]=[C:3]([NH:16][CH3:17])[C:2]([C:18]#[N:19])=[CH:7][N:6]=2)[CH:10]=[N:11]1. The yield is 0.250. (3) The reactants are [CH2:1]([C:3]1[C:8](=[O:9])[NH:7][C:6]([CH3:10])=[C:5]([C:11]2[S:15][C:14]([S:16](Cl)(=[O:18])=[O:17])=[CH:13][CH:12]=2)[CH:4]=1)[CH3:2].[CH3:20][O:21][CH2:22][CH2:23][NH-:24]. No catalyst specified. The product is [CH3:20][O:21][CH2:22][CH2:23][NH:24][S:16]([C:14]1[S:15][C:11]([C:5]2[CH:4]=[C:3]([CH2:1][CH3:2])[C:8](=[O:9])[NH:7][C:6]=2[CH3:10])=[CH:12][CH:13]=1)(=[O:18])=[O:17]. The yield is 0.260.